This data is from Full USPTO retrosynthesis dataset with 1.9M reactions from patents (1976-2016). The task is: Predict the reactants needed to synthesize the given product. (1) Given the product [CH2:13]([N:7]1[C:8]2[C:4](=[C:3]([O:2][CH3:1])[CH:11]=[CH:10][CH:9]=2)[CH:5]=[CH:6]1)[CH2:14][CH2:15][CH3:16], predict the reactants needed to synthesize it. The reactants are: [CH3:1][O:2][C:3]1[CH:11]=[CH:10][CH:9]=[C:8]2[C:4]=1[CH:5]=[CH:6][NH:7]2.Br[CH2:13][CH2:14][CH2:15][CH3:16]. (2) Given the product [CH3:31][C:25]1[CH:26]=[C:27]([CH3:30])[CH:28]=[CH:29][C:24]=1[N:21]1[CH2:20][CH2:19][N:18]([C:16]([C:13]2[CH:14]=[N:15][C:10]([N:4]3[CH2:3][C@H:2]([CH3:1])[CH2:6][S:5]3(=[O:8])=[O:7])=[CH:11][CH:12]=2)=[O:17])[CH2:23][CH2:22]1, predict the reactants needed to synthesize it. The reactants are: [CH3:1][C@@H:2]1[CH2:6][S:5](=[O:8])(=[O:7])[NH:4][CH2:3]1.Br[C:10]1[N:15]=[CH:14][C:13]([C:16]([N:18]2[CH2:23][CH2:22][N:21]([C:24]3[CH:29]=[CH:28][C:27]([CH3:30])=[CH:26][C:25]=3[CH3:31])[CH2:20][CH2:19]2)=[O:17])=[CH:12][CH:11]=1.